This data is from Catalyst prediction with 721,799 reactions and 888 catalyst types from USPTO. The task is: Predict which catalyst facilitates the given reaction. (1) Reactant: [Cl:1][C:2]1[C:3]2[CH:10]=[CH:9][NH:8][C:4]=2[N:5]=[CH:6][N:7]=1.[Br:11]NC(=O)CCC(N)=O. Product: [Br:11][C:10]1[C:3]2[C:2]([Cl:1])=[N:7][CH:6]=[N:5][C:4]=2[NH:8][CH:9]=1. The catalyst class is: 22. (2) Reactant: [Si:1]([O:8][CH2:9][C:10]1([CH3:38])[S:16][CH2:15][CH2:14][N:13]2[C:17]([C:20]3([C:23]4[CH:28]=[CH:27][C:26](B5OC(C)(C)C(C)(C)O5)=[CH:25][CH:24]=4)[CH2:22][CH2:21]3)=[N:18][N:19]=[C:12]2[CH2:11]1)([C:4]([CH3:7])([CH3:6])[CH3:5])([CH3:3])[CH3:2].Cl[C:40]1[N:45]=[CH:44][CH:43]=[CH:42][N:41]=1.C(=O)([O-])[O-].[K+].[K+].C(=O)([O-])O.[Na+]. Product: [Si:1]([O:8][CH2:9][C:10]1([CH3:38])[S:16][CH2:15][CH2:14][N:13]2[C:17]([C:20]3([C:23]4[CH:28]=[CH:27][C:26]([C:40]5[N:45]=[CH:44][CH:43]=[CH:42][N:41]=5)=[CH:25][CH:24]=4)[CH2:22][CH2:21]3)=[N:18][N:19]=[C:12]2[CH2:11]1)([C:4]([CH3:7])([CH3:6])[CH3:5])([CH3:3])[CH3:2]. The catalyst class is: 437. (3) Reactant: [NH:1]1[C:9]2[C:4](=[CH:5][CH:6]=[CH:7][CH:8]=2)[C:3]([CH2:10][C:11]#[N:12])=[CH:2]1.[CH:13]([N-]C(C)C)(C)[CH3:14].[Li+].BrCCCl. Product: [NH:1]1[C:9]2[C:4](=[CH:5][CH:6]=[CH:7][CH:8]=2)[C:3]([C:10]2([C:11]#[N:12])[CH2:14][CH2:13]2)=[CH:2]1. The catalyst class is: 7.